From a dataset of Peptide-MHC class I binding affinity with 185,985 pairs from IEDB/IMGT. Regression. Given a peptide amino acid sequence and an MHC pseudo amino acid sequence, predict their binding affinity value. This is MHC class I binding data. (1) The peptide sequence is FPFVLAAII. The MHC is HLA-B54:01 with pseudo-sequence HLA-B54:01. The binding affinity (normalized) is 0.957. (2) The binding affinity (normalized) is 0.403. The peptide sequence is ILCIEGEQK. The MHC is HLA-A11:01 with pseudo-sequence HLA-A11:01. (3) The peptide sequence is QMYVNRNEI. The MHC is H-2-Db with pseudo-sequence H-2-Db. The binding affinity (normalized) is 0.766. (4) The peptide sequence is AWLVHRQWFL. The MHC is HLA-A23:01 with pseudo-sequence HLA-A23:01. The binding affinity (normalized) is 0.576.